From a dataset of Ames mutagenicity test results for genotoxicity prediction. Regression/Classification. Given a drug SMILES string, predict its toxicity properties. Task type varies by dataset: regression for continuous values (e.g., LD50, hERG inhibition percentage) or binary classification for toxic/non-toxic outcomes (e.g., AMES mutagenicity, cardiotoxicity, hepatotoxicity). Dataset: ames. (1) The result is 1 (mutagenic). The compound is Cc1ccc(C(=O)O)cc1N. (2) The drug is O=[N+]([O-])c1cccc(-c2ccc([N+](=O)[O-])cc2[N+](=O)[O-])c1. The result is 1 (mutagenic). (3) The drug is O=C(c1ccccc1)N(O)c1ccc2c(c1)Cc1ccccc1-2. The result is 1 (mutagenic).